This data is from Forward reaction prediction with 1.9M reactions from USPTO patents (1976-2016). The task is: Predict the product of the given reaction. Given the reactants [F:1]/[C:2](/[C:13]1[CH:17]=[C:16]([CH3:18])[NH:15][N:14]=1)=[CH:3]\[C:4]1[CH:9]=[CH:8][C:7]([CH:10]([CH3:12])[CH3:11])=[CH:6][CH:5]=1.CS(O[CH2:24][C:25]1[CH:26]=[N:27][C:28]([Cl:31])=[CH:29][CH:30]=1)(=O)=O, predict the reaction product. The product is: [Cl:31][C:28]1[CH:29]=[CH:30][C:25]([CH2:24][N:15]2[C:16]([CH3:18])=[CH:17][C:13](/[C:2](/[F:1])=[CH:3]/[C:4]3[CH:5]=[CH:6][C:7]([CH:10]([CH3:12])[CH3:11])=[CH:8][CH:9]=3)=[N:14]2)=[CH:26][N:27]=1.